Dataset: Full USPTO retrosynthesis dataset with 1.9M reactions from patents (1976-2016). Task: Predict the reactants needed to synthesize the given product. (1) Given the product [F:1][C:2]1[CH:3]=[C:4]([CH:7]=[C:8]([F:16])[C:9]=1[N:10]1[CH2:15][CH2:14][O:13][CH2:12][CH2:11]1)[CH2:5][NH:6][C:18]([NH:17][C:20]1[CH:29]=[CH:28][CH:27]=[C:26]2[C:21]=1[CH:22]=[CH:23][N:24]=[CH:25]2)=[O:19], predict the reactants needed to synthesize it. The reactants are: [F:1][C:2]1[CH:3]=[C:4]([CH:7]=[C:8]([F:16])[C:9]=1[N:10]1[CH2:15][CH2:14][O:13][CH2:12][CH2:11]1)[CH2:5][NH2:6].[N:17]([C:20]1[CH:29]=[CH:28][CH:27]=[C:26]2[C:21]=1[CH:22]=[CH:23][N:24]=[CH:25]2)=[C:18]=[O:19]. (2) The reactants are: C(OC1C=CC(N2CCN(CCCC3CCCCC3)CC2)=CC=1Cl)C1C=CC=CC=1.C([O:38][C:39]1[CH:44]=[CH:43][C:42]([N:45]2[CH2:50][CH2:49][N:48]([CH2:51][CH2:52][C:53]3[CH:58]=[CH:57][C:56]([Cl:59])=[CH:55][CH:54]=3)[CH2:47][CH2:46]2)=[CH:41][C:40]=1[F:60])C1C=CC=CC=1. Given the product [Cl:59][C:56]1[CH:57]=[CH:58][C:53]([CH2:52][CH2:51][N:48]2[CH2:47][CH2:46][N:45]([C:42]3[CH:43]=[CH:44][C:39]([OH:38])=[C:40]([F:60])[CH:41]=3)[CH2:50][CH2:49]2)=[CH:54][CH:55]=1, predict the reactants needed to synthesize it. (3) Given the product [C:1]1([CH3:10])[CH:6]=[CH:5][CH:4]=[C:3]([C:7]2([C:8]#[N:9])[CH2:15][CH2:14]2)[CH:2]=1, predict the reactants needed to synthesize it. The reactants are: [C:1]1([CH3:10])[CH:6]=[CH:5][CH:4]=[C:3]([CH2:7][C:8]#[N:9])[CH:2]=1.[OH-].[Na+].Br[CH2:14][CH2:15]Cl. (4) The reactants are: [CH2:1]([O:3][P:4]([C:9]1[CH:13]=[CH:12][S:11][CH:10]=1)([O:6][CH2:7][CH3:8])=[O:5])[CH3:2].[I:14]N1C(=O)CCC1=O.P([O-])([O-])(O)=O.[Na+].[Na+].P([O-])(O)(O)=O.[Na+]. Given the product [I:14][C:12]1[S:11][CH:10]=[C:9]([P:4]([O:6][CH2:7][CH3:8])([O:3][CH2:1][CH3:2])=[O:5])[CH:13]=1, predict the reactants needed to synthesize it. (5) Given the product [CH3:1][N:2]1[CH:6]=[C:5]([C:7]2[CH:12]=[CH:11][C:10]([C:13]3[C:22]4[C:17](=[CH:18][CH:19]=[C:20]([NH:23][S:36]([CH:33]5[CH2:35][CH2:34]5)(=[O:38])=[O:37])[CH:21]=4)[CH:16]=[N:15][CH:14]=3)=[CH:9][CH:8]=2)[CH:4]=[N:3]1, predict the reactants needed to synthesize it. The reactants are: [CH3:1][N:2]1[CH:6]=[C:5]([C:7]2[CH:12]=[CH:11][C:10]([C:13]3[C:22]4[C:17](=[CH:18][CH:19]=[C:20]([NH2:23])[CH:21]=4)[CH:16]=[N:15][CH:14]=3)=[CH:9][CH:8]=2)[CH:4]=[N:3]1.CCN(C(C)C)C(C)C.[CH:33]1([S:36](Cl)(=[O:38])=[O:37])[CH2:35][CH2:34]1.